Dataset: Retrosynthesis with 50K atom-mapped reactions and 10 reaction types from USPTO. Task: Predict the reactants needed to synthesize the given product. (1) Given the product CS(=O)c1cc(N2CCC3(CC2)OCCO3)nc2sc(C(N)=O)c(N)c12, predict the reactants needed to synthesize it. The reactants are: C1CC2(CCN1)OCCO2.CS(=O)c1cc(OS(=O)(=O)C(F)(F)F)nc2sc(C(N)=O)c(N)c12. (2) Given the product O=C(CCCl)Nc1ccccc1C[P+](c1ccccc1)(c1ccccc1)c1ccccc1, predict the reactants needed to synthesize it. The reactants are: Nc1ccccc1C[P+](c1ccccc1)(c1ccccc1)c1ccccc1.O=C(Cl)CCCl. (3) Given the product CCOC(=O)/C=C/c1ccc(N(C(=O)OC(C)(C)C)[C@@H]2CCN(Cc3ccc(OC)cc3)C2)nc1, predict the reactants needed to synthesize it. The reactants are: CCOC(=O)/C=C/c1ccc(N(C(=O)OC(C)(C)C)[C@@H]2CCNC2)nc1.COc1ccc(C=O)cc1. (4) The reactants are: O=C1c2ccccc2C(=O)N1CCCCBr.c1cncc(-c2cc[nH]n2)c1. Given the product O=C1c2ccccc2C(=O)N1CCCCn1ccc(-c2cccnc2)n1, predict the reactants needed to synthesize it. (5) Given the product COC(=O)c1cc(Cl)ccc1NC(=O)c1cccc(-c2cnc3ccccc3c2)c1, predict the reactants needed to synthesize it. The reactants are: COC(=O)c1cc(Cl)ccc1NC(=O)c1cccc(I)c1.OB(O)c1cnc2ccccc2c1.